This data is from Catalyst prediction with 721,799 reactions and 888 catalyst types from USPTO. The task is: Predict which catalyst facilitates the given reaction. (1) Reactant: [CH2:1]([N:3]1[C:7](=[NH:8])/[C:6](=[CH:9]\[C:10]2[CH:15]=[CH:14][C:13]([OH:16])=[C:12]([O:17][CH3:18])[CH:11]=2)/[N:5]([CH3:19])[C:4]1=[O:20])[CH3:2].C(=O)([O-])[O-].[Li+].[Li+].F[C:28]1[C:37]2[C:32](=[CH:33][CH:34]=[CH:35][CH:36]=2)[C:31]([C:38]#[N:39])=[CH:30][CH:29]=1.[OH-].[Na+]. Product: [CH2:1]([N:3]1[C:7](=[NH:8])/[C:6](=[CH:9]/[C:10]2[CH:15]=[CH:14][C:13]([O:16][C:28]3[C:37]4[C:32](=[CH:33][CH:34]=[CH:35][CH:36]=4)[C:31]([C:38]#[N:39])=[CH:30][CH:29]=3)=[C:12]([O:17][CH3:18])[CH:11]=2)/[N:5]([CH3:19])[C:4]1=[O:20])[CH3:2]. The catalyst class is: 16. (2) Reactant: [OH:1][CH2:2][C@@H:3]1[C@:12]2([CH3:13])[C@H:7]([C:8]([CH3:15])([CH3:14])[CH2:9][CH2:10][CH2:11]2)[CH2:6][CH2:5][C@@:4]1([CH3:17])[OH:16].CCN(CC)CC.[CH3:25][S:26](Cl)(=[O:28])=[O:27].CCOCC. Product: [CH3:25][S:26]([O:1][CH2:2][C@@H:3]1[C@:12]2([CH3:13])[C@H:7]([C:8]([CH3:15])([CH3:14])[CH2:9][CH2:10][CH2:11]2)[CH2:6][CH2:5][C@:4]1([OH:16])[CH3:17])(=[O:28])=[O:27]. The catalyst class is: 3. (3) Reactant: [N+:1]([O:4][CH2:5][CH2:6][CH2:7][C:8]([OH:10])=O)([O-:3])=[O:2].P(Cl)(Cl)(Cl)(Cl)[Cl:12].[Cl-]. Product: [N+:1]([O:4][CH2:5][CH2:6][CH2:7][C:8]([Cl:12])=[O:10])([O-:3])=[O:2]. The catalyst class is: 2. (4) Product: [CH3:1][O:2][CH2:3][CH2:4][O:5][CH2:6][O:7][CH2:8][CH2:9][O:10][C:11]1[CH:12]=[CH:13][C:14]([NH:15][CH3:22])=[CH:16][CH:17]=1. The catalyst class is: 6. Reactant: [CH3:1][O:2][CH2:3][CH2:4][O:5][CH2:6][O:7][CH2:8][CH2:9][O:10][C:11]1[CH:17]=[CH:16][C:14]([NH2:15])=[CH:13][CH:12]=1.C=O.[BH-](OC(C)=O)(OC(C)=O)O[C:22](C)=O.[Na+].CCCCCC.C(OCC)(=O)C. (5) Reactant: Br[C:2]1[CH:7]=[CH:6][C:5]([Cl:8])=[CH:4][C:3]=1[N:9]([CH3:23])[C:10]([CH:12]1[CH2:15][N:14]([C:16]([O:18][C:19]([CH3:22])([CH3:21])[CH3:20])=[O:17])[CH2:13]1)=[O:11].C1(P(C2CCCCC2)C2CCCCC2)CCCCC1.CC(C)([O-])C.[Na+]. Product: [Cl:8][C:5]1[CH:4]=[C:3]2[C:2]([C:12]3([CH2:15][N:14]([C:16]([O:18][C:19]([CH3:22])([CH3:21])[CH3:20])=[O:17])[CH2:13]3)[C:10](=[O:11])[N:9]2[CH3:23])=[CH:7][CH:6]=1. The catalyst class is: 167. (6) Reactant: [CH3:1][O:2][C:3]1[CH:8]=[CH:7][C:6]([OH:9])=[CH:5][CH:4]=1.F[C:11]1[CH:16]=[CH:15][C:14]([N+:17]([O-:19])=[O:18])=[CH:13][CH:12]=1. Product: [CH3:1][O:2][C:3]1[CH:8]=[CH:7][C:6]([O:9][C:11]2[CH:16]=[CH:15][C:14]([N+:17]([O-:19])=[O:18])=[CH:13][CH:12]=2)=[CH:5][CH:4]=1. The catalyst class is: 3.